This data is from Full USPTO retrosynthesis dataset with 1.9M reactions from patents (1976-2016). The task is: Predict the reactants needed to synthesize the given product. (1) The reactants are: [CH3:1][N:2]1[C:6]2[CH:7]=[C:8]([C:11]3[CH2:17][C@H:16]4[N:13]([C:14](=[O:25])[C@@H:15]4[C@H:18]([O:20][Si](C)(C)C)[CH3:19])[C:12]=3[C:26]([O:28][CH2:29][CH:30]=[CH2:31])=[O:27])[CH:9]=[CH:10][C:5]=2[O:4][C:3]1=[O:32].Cl.C(=O)([O-])O.[Na+]. Given the product [OH:20][C@@H:18]([C@H:15]1[C:14](=[O:25])[N:13]2[C@@H:16]1[CH2:17][C:11]([C:8]1[CH:9]=[CH:10][C:5]3[O:4][C:3](=[O:32])[N:2]([CH3:1])[C:6]=3[CH:7]=1)=[C:12]2[C:26]([O:28][CH2:29][CH:30]=[CH2:31])=[O:27])[CH3:19], predict the reactants needed to synthesize it. (2) Given the product [C:25]1([S:31]([NH:1][C:2]2[CH:3]=[C:4]([O:16][C:17](=[O:24])[C:18]3[CH:19]=[CH:20][CH:21]=[CH:22][CH:23]=3)[CH:5]=[CH:6][C:7]=2[O:8][CH2:9][C:10]2[CH:15]=[CH:14][CH:13]=[CH:12][CH:11]=2)(=[O:33])=[O:32])[CH:30]=[CH:29][CH:28]=[CH:27][CH:26]=1, predict the reactants needed to synthesize it. The reactants are: [NH2:1][C:2]1[CH:3]=[C:4]([O:16][C:17](=[O:24])[C:18]2[CH:23]=[CH:22][CH:21]=[CH:20][CH:19]=2)[CH:5]=[CH:6][C:7]=1[O:8][CH2:9][C:10]1[CH:15]=[CH:14][CH:13]=[CH:12][CH:11]=1.[C:25]1([S:31](Cl)(=[O:33])=[O:32])[CH:30]=[CH:29][CH:28]=[CH:27][CH:26]=1. (3) Given the product [F:15][C:14]([F:16])([F:17])[C:13]([C:10]1[CH:11]=[CH:12][C:7]([OH:6])=[CH:8][CH:9]=1)([O:22][CH2:23][C:24]1[CH:25]=[CH:26][C:27]([O:30][CH3:31])=[CH:28][CH:29]=1)[C:18]([F:19])([F:21])[F:20], predict the reactants needed to synthesize it. The reactants are: C([Si](C)(C)[O:6][C:7]1[CH:12]=[CH:11][C:10]([C:13]([O:22][CH2:23][C:24]2[CH:29]=[CH:28][C:27]([O:30][CH3:31])=[CH:26][CH:25]=2)([C:18]([F:21])([F:20])[F:19])[C:14]([F:17])([F:16])[F:15])=[CH:9][CH:8]=1)(C)(C)C.CCCC[N+](CCCC)(CCCC)CCCC.[F-].OS([O-])(=O)=O.[K+]. (4) Given the product [Br:1][C:2]1[CH:20]=[CH:19][C:5]2[C:6]3[N:7]=[C:8]([C:14]4[N:15]([CH2:33][C:34]([F:37])([F:36])[F:35])[CH:16]=[CH:17][N:18]=4)[S:9][C:10]=3[CH2:11][CH2:12][O:13][C:4]=2[CH:3]=1, predict the reactants needed to synthesize it. The reactants are: [Br:1][C:2]1[CH:20]=[CH:19][C:5]2[C:6]3[N:7]=[C:8]([C:14]4[NH:15][CH:16]=[CH:17][N:18]=4)[S:9][C:10]=3[CH2:11][CH2:12][O:13][C:4]=2[CH:3]=1.CN(C)C=O.C(=O)([O-])[O-].[Cs+].[Cs+].I[CH2:33][C:34]([F:37])([F:36])[F:35].